Dataset: Reaction yield outcomes from USPTO patents with 853,638 reactions. Task: Predict the reaction yield, written as a fraction of the theoretical maximum amount of product (1.0 means a 100% yield; for example, 0.34 means a 34% yield). (1) The reactants are [O:1]=[C:2]1[C:7]([CH2:8][C:9]2[CH:14]=[CH:13][C:12]([C:15]3[C:16]([C:21]#[N:22])=[CH:17][CH:18]=[CH:19][CH:20]=3)=[CH:11][CH:10]=2)=[C:6]([CH2:23][CH2:24][CH3:25])[N:5]2[N:26]=[CH:27][N:28]=[C:4]2[NH:3]1.[CH2:29](I)[CH3:30].C(=O)([O-])[O-].[K+].[K+].CN(C)C=O. The catalyst is C(OCC)(=O)C. The product is [CH2:29]([N:3]1[C:2](=[O:1])[C:7]([CH2:8][C:9]2[CH:10]=[CH:11][C:12]([C:15]3[C:16]([C:21]#[N:22])=[CH:17][CH:18]=[CH:19][CH:20]=3)=[CH:13][CH:14]=2)=[C:6]([CH2:23][CH2:24][CH3:25])[N:5]2[N:26]=[CH:27][N:28]=[C:4]12)[CH3:30]. The yield is 1.00. (2) The reactants are S(=O)(=O)(O)O.[C:6]([NH:9][C:10]1[CH:11]=[CH:12][C:13]([Br:20])=[C:14]([CH:19]=1)[C:15]([O:17][CH3:18])=[O:16])(=[O:8])[CH3:7].[N+:21]([O-])([OH:23])=[O:22]. The catalyst is O. The product is [C:6]([NH:9][C:10]1[C:19]([N+:21]([O-:23])=[O:22])=[C:14]([C:13]([Br:20])=[CH:12][CH:11]=1)[C:15]([O:17][CH3:18])=[O:16])(=[O:8])[CH3:7]. The yield is 0.620. (3) The reactants are [CH3:1][C@@H:2]1[CH2:7][NH:6][CH2:5][CH2:4][NH:3]1.Cl[CH:9]([C:20]1[CH:25]=[CH:24][CH:23]=[CH:22][CH:21]=1)[C:10]1[CH:15]=[CH:14][CH:13]=[C:12]([C:16]([F:19])([F:18])[F:17])[CH:11]=1. The catalyst is CC#N. The product is [CH3:1][C@H:2]1[NH:3][CH2:4][CH2:5][N:6]([CH:9]([C:20]2[CH:25]=[CH:24][CH:23]=[CH:22][CH:21]=2)[C:10]2[CH:15]=[CH:14][CH:13]=[C:12]([C:16]([F:19])([F:18])[F:17])[CH:11]=2)[CH2:7]1. The yield is 0.810. (4) No catalyst specified. The product is [CH2:6]([C:11]1[CH:15]=[CH:14][O:13][CH:12]=1)[CH2:7][CH2:8][CH3:9]. The yield is 1.00. The reactants are C([Li])(C)(C)C.[CH3:6][CH2:7][CH2:8][CH2:9]C.[CH3:11][CH2:12][O:13][CH2:14][CH3:15]. (5) The reactants are [Li][C:2]([CH3:5])(C)[CH3:3].C([O:9][C:10]1[C:15]([CH3:16])=[CH:14][CH:13]=[CH:12][C:11]=1Br)C=C.CN(CCN(C)C)C.O. The catalyst is C(OCC)C. The product is [CH:5]1([C:11]2[CH:12]=[CH:13][CH:14]=[C:15]([CH3:16])[C:10]=2[OH:9])[CH2:2][CH2:3]1. The yield is 0.890.